Task: Predict the product of the given reaction.. Dataset: Forward reaction prediction with 1.9M reactions from USPTO patents (1976-2016) (1) Given the reactants [Br:1][C:2]1[CH:9]=[CH:8][C:5]([CH2:6][OH:7])=[C:4]([Cl:10])[CH:3]=1.C(N(CC)CC)C.[CH3:18][S:19](Cl)(=[O:21])=[O:20], predict the reaction product. The product is: [Br:1][C:2]1[CH:9]=[CH:8][C:5]([CH2:6][O:7][S:19]([CH3:18])(=[O:21])=[O:20])=[C:4]([Cl:10])[CH:3]=1. (2) Given the reactants [F:1][CH:2]([F:23])[C@H:3]1[N:8]([C:9]([O:11][CH2:12][C:13]2[CH:18]=[CH:17][CH:16]=[CH:15][CH:14]=2)=[O:10])[CH2:7][C@@H:6]([C:19]([O:21]C)=[O:20])[CH2:5][CH2:4]1.[Li+].[OH-].O, predict the reaction product. The product is: [CH2:12]([O:11][C:9]([N:8]1[C@H:3]([CH:2]([F:1])[F:23])[CH2:4][CH2:5][C@H:6]([C:19]([OH:21])=[O:20])[CH2:7]1)=[O:10])[C:13]1[CH:14]=[CH:15][CH:16]=[CH:17][CH:18]=1. (3) The product is: [CH2:1]([N:8]([C@H:18]1[CH2:19][O:20][C@@H:21]2[C@@H:25]([C:36]#[N:38])[CH2:24][O:23][C@H:22]12)[C:9]([NH:11][CH:12]1[CH2:13][CH2:14][CH2:15][CH2:16][CH2:17]1)=[O:10])[C:2]1[CH:7]=[CH:6][CH:5]=[CH:4][CH:3]=1. Given the reactants [CH2:1]([N:8]([C@@H:18]1[C@H:22]2[O:23][CH2:24][C@@H:25](OS(C(F)(F)F)(=O)=O)[C@H:21]2[O:20][CH2:19]1)[C:9]([NH:11][CH:12]1[CH2:17][CH2:16][CH2:15][CH2:14][CH2:13]1)=[O:10])[C:2]1[CH:7]=[CH:6][CH:5]=[CH:4][CH:3]=1.[Cl-].[NH4+].[C:36](#[N:38])C, predict the reaction product. (4) Given the reactants C(O[C:6]([N:8]1[CH2:12][C:11](=[N:13][O:14][CH3:15])[CH2:10][C@H:9]1[C:16]([OH:18])=O)=[O:7])(C)(C)C.[CH3:19][C:20]1[CH:25]=[CH:24][CH:23]=[CH:22][C:21]=1[C:26]1[CH:31]=[CH:30][C:29](C(O)=O)=[CH:28][CH:27]=1.[NH2:35][CH2:36][CH2:37][C@H:38]([C:40]1[CH:45]=[CH:44][CH:43]=[CH:42][CH:41]=1)[OH:39], predict the reaction product. The product is: [OH:39][C@@H:38]([C:40]1[CH:45]=[CH:44][CH:43]=[CH:42][CH:41]=1)[CH2:37][CH2:36][NH:35][C:16]([C@@H:9]1[CH2:10][C:11](=[N:13][O:14][CH3:15])[CH2:12][N:8]1[C:6]([C:29]1[CH:28]=[CH:27][C:26]([C:21]2[CH:22]=[CH:23][CH:24]=[CH:25][C:20]=2[CH3:19])=[CH:31][CH:30]=1)=[O:7])=[O:18].